This data is from Forward reaction prediction with 1.9M reactions from USPTO patents (1976-2016). The task is: Predict the product of the given reaction. (1) Given the reactants [OH-].[K+].[CH3:3][C:4]1[N:5]=[C:6]([CH2:9][CH2:10][CH3:11])[NH:7][CH:8]=1.CN(C)C=O.Cl[C:18]1[C:23]([N+:24]([O-:26])=[O:25])=[CH:22][CH:21]=[C:20]([O:27][CH3:28])[N:19]=1, predict the reaction product. The product is: [CH3:28][O:27][C:20]1[N:19]=[C:18]([N:7]2[CH:8]=[C:4]([CH3:3])[N:5]=[C:6]2[CH2:9][CH2:10][CH3:11])[C:23]([N+:24]([O-:26])=[O:25])=[CH:22][CH:21]=1. (2) Given the reactants [C:1]1([CH3:10])[CH:6]=[CH:5][CH:4]=[C:3](B(O)O)[CH:2]=1.Br[CH:12]=[C:13]1[C:19]2[CH:20]=[CH:21][C:22]([Cl:24])=[CH:23][C:18]=2[CH2:17][CH2:16][C:15]2[CH:25]=[CH:26][CH:27]=[CH:28][C:14]1=2, predict the reaction product. The product is: [Cl:24][C:22]1[CH:21]=[CH:20][C:19]2[C:13](=[CH:12][C:3]3[CH:4]=[CH:5][CH:6]=[C:1]([CH3:10])[CH:2]=3)[C:14]3[CH:28]=[CH:27][CH:26]=[CH:25][C:15]=3[CH2:16][CH2:17][C:18]=2[CH:23]=1. (3) The product is: [Cl:24][CH2:23][C:18]1[CH:19]=[CH:20][CH:21]=[CH:22][C:17]=1[CH:16]=[C:15]([O:14][CH3:13])[O:5][Si:2]([CH3:4])([CH3:3])[CH3:1]. Given the reactants [CH3:1][Si:2]([O:5]S(C(F)(F)F)(=O)=O)([CH3:4])[CH3:3].[CH3:13][O:14][C:15](=O)[CH2:16][C:17]1[CH:22]=[CH:21][CH:20]=[CH:19][C:18]=1[CH2:23][Cl:24].C(OC)(OC)OC, predict the reaction product. (4) Given the reactants CN(CC1C=C(CN(C)C)C(O)=C(CN(C)C)C=1)C.[C:20]([O:24][C:25]([NH:27][CH2:28][C:29]1[NH:40][C:32]2=[N:33][CH:34]=[C:35]([C:37]([OH:39])=O)[CH:36]=[C:31]2[N:30]=1)=[O:26])([CH3:23])([CH3:22])[CH3:21].C1C=CC2N(O)N=NC=2C=1.[F:51][C:52]([F:56])([F:55])[CH2:53][NH2:54].CCN(C(C)C)C(C)C.C(Cl)CCl, predict the reaction product. The product is: [C:20]([O:24][C:25](=[O:26])[NH:27][CH2:28][C:29]1[NH:40][C:32]2=[N:33][CH:34]=[C:35]([C:37]([NH:54][CH2:53][C:52]([F:56])([F:55])[F:51])=[O:39])[CH:36]=[C:31]2[N:30]=1)([CH3:21])([CH3:22])[CH3:23]. (5) Given the reactants [C:1]([O:5][C:6](=[O:33])[NH:7][CH:8]([C:28]1[NH:29][CH:30]=[CH:31][N:32]=1)[CH2:9][C:10]1[CH:18]=[C:17]([CH3:19])[C:16]2[C:12](=[CH:13][N:14]([CH2:20][O:21][CH2:22][CH2:23][Si:24]([CH3:27])([CH3:26])[CH3:25])[N:15]=2)[CH:11]=1)([CH3:4])([CH3:3])[CH3:2].Cl[CH2:35][C:36]1[CH:37]=[N:38][CH:39]=[CH:40][CH:41]=1.C(=O)([O-])[O-].[Cs+].[Cs+], predict the reaction product. The product is: [CH3:19][C:17]1[C:16]2[C:12](=[CH:13][N:14]([CH2:20][O:21][CH2:22][CH2:23][Si:24]([CH3:25])([CH3:27])[CH3:26])[N:15]=2)[CH:11]=[C:10]([CH2:9][CH:8]([NH:7][C:6](=[O:33])[O:5][C:1]([CH3:4])([CH3:2])[CH3:3])[C:28]2[N:29]([CH2:35][C:36]3[CH:37]=[N:38][CH:39]=[CH:40][CH:41]=3)[CH:30]=[CH:31][N:32]=2)[CH:18]=1. (6) Given the reactants [Br:1][C:2]1[C:10]2[O:9][CH:8]([CH2:11][OH:12])[CH2:7][C:6]=2[CH:5]=[CH:4][CH:3]=1.[C:13]1([CH3:23])[CH:18]=[CH:17][C:16]([S:19](Cl)(=[O:21])=[O:20])=[CH:15][CH:14]=1, predict the reaction product. The product is: [CH3:23][C:13]1[CH:18]=[CH:17][C:16]([S:19]([O:12][CH2:11][CH:8]2[CH2:7][C:6]3[CH:5]=[CH:4][CH:3]=[C:2]([Br:1])[C:10]=3[O:9]2)(=[O:21])=[O:20])=[CH:15][CH:14]=1.